Dataset: Forward reaction prediction with 1.9M reactions from USPTO patents (1976-2016). Task: Predict the product of the given reaction. Given the reactants [OH:1][C:2]1[CH:7]=[CH:6][C:5]([C:8](=[O:10])[CH3:9])=[C:4]([CH3:11])[CH:3]=1.Br[CH2:13][CH2:14][CH2:15][Cl:16].C(=O)([O-])[O-].[K+].[K+], predict the reaction product. The product is: [CH3:11][C:4]1[CH:3]=[C:2]([O:1][CH2:13][CH2:14][CH2:15][Cl:16])[CH:7]=[CH:6][C:5]=1[C:8](=[O:10])[CH3:9].